This data is from Full USPTO retrosynthesis dataset with 1.9M reactions from patents (1976-2016). The task is: Predict the reactants needed to synthesize the given product. (1) Given the product [CH2:16]([N:23]1[C:31]2[C:26](=[CH:27][CH:28]=[CH:29][CH:30]=2)[C:25]([C:32]([N:1]2[CH2:6][CH2:5][C:4]3([C:10]4[CH:11]=[CH:12][CH:13]=[CH:14][C:9]=4[C:8](=[O:15])[O:7]3)[CH2:3][CH2:2]2)=[O:33])=[C:24]1[CH3:35])[C:17]1[CH:18]=[CH:19][CH:20]=[CH:21][CH:22]=1, predict the reactants needed to synthesize it. The reactants are: [NH:1]1[CH2:6][CH2:5][C:4]2([C:10]3[CH:11]=[CH:12][CH:13]=[CH:14][C:9]=3[C:8](=[O:15])[O:7]2)[CH2:3][CH2:2]1.[CH2:16]([N:23]1[C:31]2[C:26](=[CH:27][CH:28]=[CH:29][CH:30]=2)[C:25]([C:32](O)=[O:33])=[C:24]1[CH3:35])[C:17]1[CH:22]=[CH:21][CH:20]=[CH:19][CH:18]=1. (2) Given the product [CH:25]1([C:23]2[CH:24]=[C:19]([C:18]([F:17])([F:37])[F:38])[CH:20]=[CH:21][C:22]=2[C:2]2[C:11]3[CH2:10][CH2:9][CH2:8][C@@H:7]([NH:12][C:13](=[O:16])[CH2:14][CH3:15])[C:6]=3[CH:5]=[N:4][CH:3]=2)[CH2:26][CH2:27]1, predict the reactants needed to synthesize it. The reactants are: Br[C:2]1[C:11]2[CH2:10][CH2:9][CH2:8][C@@H:7]([NH:12][C:13](=[O:16])[CH2:14][CH3:15])[C:6]=2[CH:5]=[N:4][CH:3]=1.[F:17][C:18]([F:38])([F:37])[C:19]1[CH:24]=[C:23]([CH:25]2[CH2:27][CH2:26]2)[C:22](B2OC(C)(C)C(C)(C)O2)=[CH:21][CH:20]=1. (3) Given the product [O:4]=[C:5]1[CH2:10][CH2:9][CH:8]([C:11]2[N:16]=[CH:15][C:14]([NH:17][C:18](=[O:27])[O:19][CH2:20][C:21]3[CH:26]=[CH:25][CH:24]=[CH:23][CH:22]=3)=[CH:13][CH:12]=2)[CH2:7][CH2:6]1, predict the reactants needed to synthesize it. The reactants are: O1[C:5]2([CH2:10][CH2:9][CH:8]([C:11]3[N:16]=[CH:15][C:14]([NH:17][C:18](=[O:27])[O:19][CH2:20][C:21]4[CH:26]=[CH:25][CH:24]=[CH:23][CH:22]=4)=[CH:13][CH:12]=3)[CH2:7][CH2:6]2)[O:4]CC1.C(O)(C(F)(F)F)=O.[OH-].[Na+]. (4) Given the product [O:7]=[C:5]1[C:4]2[C:3](=[CH:12][CH:11]=[CH:10][CH:9]=2)[CH2:1][N:31]1[CH2:32][CH2:33][C:34]1([CH2:40][CH2:41][N:42]2[CH2:47][CH2:46][CH:45]([N:48]([C:56]3[CH:57]=[CH:58][C:59]([CH3:62])=[CH:60][CH:61]=3)[C:49]([C:51]3[O:52][CH:53]=[CH:54][CH:55]=3)=[O:50])[CH2:44][CH2:43]2)[CH2:39][CH2:38][CH2:37][CH2:36][CH2:35]1, predict the reactants needed to synthesize it. The reactants are: [CH:1]([C:3]1[CH:12]=[CH:11][CH:10]=[CH:9][C:4]=1[C:5]([O:7]C)=O)=O.C(O)(=O)C.C(O[BH-](OC(=O)C)OC(=O)C)(=O)C.[Na+].[NH2:31][CH2:32][CH2:33][C:34]1([CH2:40][CH2:41][N:42]2[CH2:47][CH2:46][CH:45]([N:48]([C:56]3[CH:61]=[CH:60][C:59]([CH3:62])=[CH:58][CH:57]=3)[C:49]([C:51]3[O:52][CH:53]=[CH:54][CH:55]=3)=[O:50])[CH2:44][CH2:43]2)[CH2:39][CH2:38][CH2:37][CH2:36][CH2:35]1. (5) Given the product [Cl:9][C:6]1[CH:7]=[CH:8][C:3]([CH2:2][NH:1][C:36]([C:35]2[S:34][N:33]=[N:32][C:31]=2[CH3:30])=[O:37])=[C:4]([F:20])[C:5]=1[O:10][C:11]1[CH:12]=[C:13]([C:14]#[N:15])[CH:16]=[C:17]([Cl:19])[CH:18]=1, predict the reactants needed to synthesize it. The reactants are: [NH2:1][CH2:2][C:3]1[C:4]([F:20])=[C:5]([O:10][C:11]2[CH:12]=[C:13]([CH:16]=[C:17]([Cl:19])[CH:18]=2)[C:14]#[N:15])[C:6]([Cl:9])=[CH:7][CH:8]=1.CCN(C(C)C)C(C)C.[CH3:30][C:31]1[N:32]=[N:33][S:34][C:35]=1[C:36](O)=[O:37].CN(C(ON1N=NC2C=CC=NC1=2)=[N+](C)C)C.F[P-](F)(F)(F)(F)F. (6) Given the product [OH:8][C:9]1[CH:10]=[CH:11][C:12]([CH2:15][CH:16]2[CH2:25][CH2:24][C:19](=[O:20])[CH2:18][CH2:17]2)=[CH:13][CH:14]=1, predict the reactants needed to synthesize it. The reactants are: C([O:8][C:9]1[CH:14]=[CH:13][C:12]([CH:15]=[C:16]2[CH2:25][CH2:24][C:19]3(OCC[O:20]3)[CH2:18][CH2:17]2)=[CH:11][CH:10]=1)C1C=CC=CC=1. (7) Given the product [CH3:17][N:13]1[C:12]([CH2:11][S:10][C:7]2[CH:8]=[CH:9][C:4]([N+:1]([O-:3])=[O:2])=[CH:5][CH:6]=2)=[N:16][N:15]=[N:14]1.[CH3:24][N:14]1[N:15]=[N:16][C:12]([CH2:11][S:10][C:7]2[CH:8]=[CH:9][C:4]([N+:1]([O-:3])=[O:2])=[CH:5][CH:6]=2)=[N:13]1, predict the reactants needed to synthesize it. The reactants are: [N+:1]([C:4]1[CH:9]=[CH:8][C:7]([S:10][CH2:11][C:12]2[NH:16][N:15]=[N:14][N:13]=2)=[CH:6][CH:5]=1)([O-:3])=[O:2].[C:17](=O)([O-])[O-].[K+].[K+].I[CH3:24].